From a dataset of NCI-60 drug combinations with 297,098 pairs across 59 cell lines. Regression. Given two drug SMILES strings and cell line genomic features, predict the synergy score measuring deviation from expected non-interaction effect. (1) Drug 1: CC1=C(C=C(C=C1)NC2=NC=CC(=N2)N(C)C3=CC4=NN(C(=C4C=C3)C)C)S(=O)(=O)N.Cl. Drug 2: CN(C)C1=NC(=NC(=N1)N(C)C)N(C)C. Cell line: NCIH23. Synergy scores: CSS=-0.922, Synergy_ZIP=-0.182, Synergy_Bliss=-0.925, Synergy_Loewe=-1.59, Synergy_HSA=-1.89. (2) Drug 1: CS(=O)(=O)C1=CC(=C(C=C1)C(=O)NC2=CC(=C(C=C2)Cl)C3=CC=CC=N3)Cl. Drug 2: CS(=O)(=O)OCCCCOS(=O)(=O)C. Cell line: HCT116. Synergy scores: CSS=15.7, Synergy_ZIP=-4.26, Synergy_Bliss=-2.78, Synergy_Loewe=-4.50, Synergy_HSA=-3.61. (3) Drug 1: COC1=CC(=CC(=C1O)OC)C2C3C(COC3=O)C(C4=CC5=C(C=C24)OCO5)OC6C(C(C7C(O6)COC(O7)C8=CC=CS8)O)O. Drug 2: CC(C)CN1C=NC2=C1C3=CC=CC=C3N=C2N. Cell line: HCT-15. Synergy scores: CSS=46.1, Synergy_ZIP=-0.847, Synergy_Bliss=-2.53, Synergy_Loewe=-18.9, Synergy_HSA=-3.01.